This data is from Full USPTO retrosynthesis dataset with 1.9M reactions from patents (1976-2016). The task is: Predict the reactants needed to synthesize the given product. (1) Given the product [CH3:1][C:2]1[C:3]([C@@H:7]2[NH:12][CH2:11][CH2:10][N:9]3[C:20](=[O:23])[CH2:21][CH2:22][C@@H:8]23)=[CH:4][S:5][CH:6]=1, predict the reactants needed to synthesize it. The reactants are: [CH3:1][C:2]1[C:3]([C@H:7]2[N:12](C(OC(C)(C)C)=O)[CH2:11][CH2:10][N:9]3[C:20](=[O:23])[CH2:21][CH2:22][C@@H:8]23)=[CH:4][S:5][CH:6]=1.Cl.CO.[OH-].[Na+]. (2) Given the product [CH3:16][C:17]1[CH:25]=[CH:24][C:20]([C:21]([NH:2][CH:3]2[CH2:8][CH2:7][CH2:6][NH:5][C:4]2=[O:9])=[O:22])=[CH:19][CH:18]=1, predict the reactants needed to synthesize it. The reactants are: Cl.[NH2:2][CH:3]1[CH2:8][CH2:7][CH2:6][NH:5][C:4]1=[O:9].C([O-])([O-])=O.[K+].[K+].[CH3:16][C:17]1[CH:25]=[CH:24][C:20]([C:21](Cl)=[O:22])=[CH:19][CH:18]=1. (3) Given the product [CH3:41][S:42]([O:30][CH2:29][CH:20]1[CH:21]([C:25]([F:27])([F:26])[F:28])[CH2:22][CH:23]=[C:24]2[CH:19]1[CH2:18][CH2:17][C:14]1[C@:13]2([CH3:31])[CH2:12][C:11]2[CH:10]=[N:9][N:8]([C:5]3[CH:6]=[CH:7][C:2]([F:1])=[CH:3][CH:4]=3)[C:16]=2[CH:15]=1)(=[O:44])=[O:43], predict the reactants needed to synthesize it. The reactants are: [F:1][C:2]1[CH:7]=[CH:6][C:5]([N:8]2[C:16]3[CH:15]=[C:14]4[CH2:17][CH2:18][C@H:19]5[C:24]([C@@:13]4([CH3:31])[CH2:12][C:11]=3[CH:10]=[N:9]2)=[CH:23][CH2:22][C@@H:21]([C:25]([F:28])([F:27])[F:26])[C@@H:20]5[CH2:29][OH:30])=[CH:4][CH:3]=1.C(N(C(C)C)CC)(C)C.[CH3:41][S:42](Cl)(=[O:44])=[O:43]. (4) The reactants are: [CH2:1]([C:3]1[CH:8]=[CH:7][CH:6]=[C:5]([C:9]([C:11]2[CH:16]=[CH:15][CH:14]=[CH:13][CH:12]=2)=[CH2:10])[CH:4]=1)[CH3:2]. Given the product [CH2:1]([C:3]1[CH:8]=[CH:7][CH:6]=[C:5]([CH:9]([C:11]2[CH:16]=[CH:15][CH:14]=[CH:13][CH:12]=2)[CH3:10])[CH:4]=1)[CH3:2], predict the reactants needed to synthesize it. (5) Given the product [B:25]([OH:30])([OH:26])[C:10]1[N:9]([C:18]([O:20][C:21]([CH3:24])([CH3:23])[CH3:22])=[O:19])[C:17]2[C:12](=[CH:13][CH:14]=[CH:15][CH:16]=2)[CH:11]=1, predict the reactants needed to synthesize it. The reactants are: [Li+].CC([N-]C(C)C)C.[N:9]1([C:18]([O:20][C:21]([CH3:24])([CH3:23])[CH3:22])=[O:19])[C:17]2[C:12](=[CH:13][CH:14]=[CH:15][CH:16]=2)[CH:11]=[CH:10]1.[B:25](OC(C)C)([O:30]C(C)C)[O:26]C(C)C.Cl.[OH-].[NH4+]. (6) Given the product [N+:22]([C:25]1[CH:30]=[CH:29][C:28]([C:6]2[CH:7]=[CH:2][CH:3]=[CH:4][C:5]=2[C:8](=[O:21])[CH2:9][CH:10]([C:16]([O:18][CH2:19][CH3:20])=[O:17])[C:11]([O:13][CH2:14][CH3:15])=[O:12])=[CH:27][CH:26]=1)([O-:24])=[O:23], predict the reactants needed to synthesize it. The reactants are: Br[C:2]1[CH:7]=[CH:6][C:5]([C:8](=[O:21])[CH2:9][CH:10]([C:16]([O:18][CH2:19][CH3:20])=[O:17])[C:11]([O:13][CH2:14][CH3:15])=[O:12])=[CH:4][CH:3]=1.[N+:22]([C:25]1[CH:30]=[CH:29][C:28](B(O)O)=[CH:27][CH:26]=1)([O-:24])=[O:23].C(=O)([O-])[O-].[Na+].[Na+]. (7) The reactants are: [Cl:1][C:2]1[CH:10]=[CH:9][C:5]([C:6](Cl)=[O:7])=[CH:4][N:3]=1.[C:11]([C:15]1[CH:21]=[CH:20][C:18]([NH2:19])=[C:17]([N+:22]([O-:24])=[O:23])[CH:16]=1)([CH3:14])([CH3:13])[CH3:12]. Given the product [Cl:1][C:2]1[N:3]=[CH:4][C:5]([C:6]([NH:19][C:18]2[CH:20]=[CH:21][C:15]([C:11]([CH3:14])([CH3:12])[CH3:13])=[CH:16][C:17]=2[N+:22]([O-:24])=[O:23])=[O:7])=[CH:9][CH:10]=1, predict the reactants needed to synthesize it. (8) Given the product [OH:26][CH2:27][CH2:28][C:29]1[CH:30]=[C:31]([CH2:34][N:35]2[CH2:57][CH2:56][C:38]3([O:43][CH2:42][CH2:41][N:40]([C:44]([C:46]4[CH:47]=[CH:48][C:49]5[S:53][C:52]([CH3:54])=[N:51][C:50]=5[CH:55]=4)=[O:45])[CH2:39]3)[CH2:37][CH2:36]2)[S:32][CH:33]=1, predict the reactants needed to synthesize it. The reactants are: CCCC[N+](CCCC)(CCCC)CCCC.[F-].[Si]([O:26][CH2:27][CH2:28][C:29]1[CH:30]=[C:31]([CH2:34][N:35]2[CH2:57][CH2:56][C:38]3([O:43][CH2:42][CH2:41][N:40]([C:44]([C:46]4[CH:47]=[CH:48][C:49]5[S:53][C:52]([CH3:54])=[N:51][C:50]=5[CH:55]=4)=[O:45])[CH2:39]3)[CH2:37][CH2:36]2)[S:32][CH:33]=1)(C(C)(C)C)(C)C. (9) Given the product [CH2:14]([NH:17][S:10]([C:4]1[CH:5]=[CH:6][CH:7]=[C:8]([CH3:9])[C:3]=1[C:1]#[N:2])(=[O:12])=[O:11])[CH2:15][CH3:16], predict the reactants needed to synthesize it. The reactants are: [C:1]([C:3]1[C:8]([CH3:9])=[CH:7][CH:6]=[CH:5][C:4]=1[S:10](Cl)(=[O:12])=[O:11])#[N:2].[CH2:14]([NH2:17])[CH2:15][CH3:16].O.Cl. (10) Given the product [O:12]1[C:16]2([CH2:21][CH2:20][C:19]([CH:22]=[O:23])=[CH:18][CH2:17]2)[O:15][CH2:14][CH2:13]1, predict the reactants needed to synthesize it. The reactants are: C1(S(NN)(=O)=O)C=CC=CC=1.[O:12]1[C:16]2([CH2:21][CH2:20][CH:19]([CH:22]=[O:23])[CH2:18][CH2:17]2)[O:15][CH2:14][CH2:13]1.